Dataset: Choline transporter screen with 302,306 compounds. Task: Binary Classification. Given a drug SMILES string, predict its activity (active/inactive) in a high-throughput screening assay against a specified biological target. (1) The result is 0 (inactive). The drug is Brc1c(nn(CC)c1)C(=O)Nc1sccn1. (2) The compound is S1(=O)(=O)N=C(N2CCC(CC2)C(=O)Nc2c(cccc2)C)c2c1cccc2. The result is 0 (inactive). (3) The compound is S(c1n2c3c(c(cc2nn1)C)cccc3)CC(=O)NCC(N(C)C)c1ccccc1. The result is 0 (inactive). (4) The compound is O=C(N\N=C(\c1cccnc1)C)c1c2c([nH]\c(c1)=C1\C=CC(=O)C=C1)cccc2. The result is 0 (inactive). (5) The molecule is S(C(CC)C(O)=O)c1ccc(cc1)C(O)=O. The result is 0 (inactive). (6) The molecule is Clc1ccc(c2oc(NCc3ccccc3)c(P(OCC)(OCC)=O)n2)cc1. The result is 0 (inactive). (7) The result is 0 (inactive). The drug is S(=O)(=O)(N1CCN(CC1)C(=O)CSc1oc2c(n1)cccc2)c1ccc(cc1)C(OCC)=O. (8) The drug is S1CC(=NN=C1Nc1c(F)cccc1)c1c(F)ccc(F)c1. The result is 0 (inactive). (9) The compound is Brc1cc(C(=O)Nc2cc3OCCOc3cc2)ccc1. The result is 0 (inactive). (10) The compound is S(CC(=O)Nc1c(ccc(c1)C)C)c1ncnc2nc[nH]c12. The result is 0 (inactive).